This data is from Forward reaction prediction with 1.9M reactions from USPTO patents (1976-2016). The task is: Predict the product of the given reaction. (1) Given the reactants [H-].[Na+].[CH3:3][O:4][C:5]([C:7]1([OH:22])[CH2:11][CH2:10][N:9]([C:12]([O:14][CH2:15][C:16]2[CH:21]=[CH:20][CH:19]=[CH:18][CH:17]=2)=[O:13])[CH2:8]1)=[O:6].[CH3:23]I.O, predict the reaction product. The product is: [CH3:3][O:4][C:5]([C:7]1([O:22][CH3:23])[CH2:11][CH2:10][N:9]([C:12]([O:14][CH2:15][C:16]2[CH:21]=[CH:20][CH:19]=[CH:18][CH:17]=2)=[O:13])[CH2:8]1)=[O:6]. (2) Given the reactants C[N:2](C)[CH:3]=[CH:4][C:5]([C:7]1[C:12](=[O:13])[CH:11]=[CH:10][N:9]([C:14]2[CH:22]=[CH:21][C:17]([C:18]([NH2:20])=[O:19])=[CH:16][CH:15]=2)[N:8]=1)=O.[C:24]1([NH:30]N)[CH:29]=[CH:28][CH:27]=[CH:26][CH:25]=1, predict the reaction product. The product is: [O:13]=[C:12]1[CH:11]=[CH:10][N:9]([C:14]2[CH:22]=[CH:21][C:17]([C:18]([NH2:20])=[O:19])=[CH:16][CH:15]=2)[N:8]=[C:7]1[C:5]1[N:30]([C:24]2[CH:29]=[CH:28][CH:27]=[CH:26][CH:25]=2)[N:2]=[CH:3][CH:4]=1. (3) Given the reactants [C:1]([C:5]1[CH:10]=[C:9]([N+:11]([O-:13])=[O:12])[C:8]([O:14][CH3:15])=[C:7]([N+:16]([O-])=O)[CH:6]=1)([CH3:4])([CH3:3])[CH3:2].CC1CCC=CC1.C(O)C.Cl, predict the reaction product. The product is: [C:1]([C:5]1[CH:10]=[C:9]([N+:11]([O-:13])=[O:12])[C:8]([O:14][CH3:15])=[C:7]([CH:6]=1)[NH2:16])([CH3:4])([CH3:2])[CH3:3]. (4) Given the reactants [CH2:1]1[C:9]2[C:4](=[CH:5][C:6]([C:10](=[O:16])[C:11](OCC)=[O:12])=[CH:7][CH:8]=2)[CH2:3][CH2:2]1.[BH4-].[Na+].C(O)C, predict the reaction product. The product is: [CH2:1]1[C:9]2[C:4](=[CH:5][C:6]([CH:10]([OH:16])[CH2:11][OH:12])=[CH:7][CH:8]=2)[CH2:3][CH2:2]1.